This data is from hERG potassium channel inhibition data for cardiac toxicity prediction from Karim et al.. The task is: Regression/Classification. Given a drug SMILES string, predict its toxicity properties. Task type varies by dataset: regression for continuous values (e.g., LD50, hERG inhibition percentage) or binary classification for toxic/non-toxic outcomes (e.g., AMES mutagenicity, cardiotoxicity, hepatotoxicity). Dataset: herg_karim. The drug is CCOc1cc(CN2CCC(Nc3nc4cc(S(N)(=O)=O)ccc4o3)CC2)ccc1OC. The result is 1 (blocker).